This data is from Catalyst prediction with 721,799 reactions and 888 catalyst types from USPTO. The task is: Predict which catalyst facilitates the given reaction. (1) Reactant: [OH-].[K+].[OH:3][CH2:4][CH2:5][CH2:6][CH2:7][CH2:8]CCCCCCCCCCCCCCCCCCCCCCCCCCCCCCCCCCCCCCCCCCCCC.O1CCOCC1.[C:60]1([CH2:66][O:67][CH2:68][CH:69]([O:71]S(C2C=CC(C)=CC=2)(=O)=O)[CH3:70])[CH:65]=[CH:64][CH:63]=[CH:62][CH:61]=1. Product: [C:60]1([CH2:66][O:67][CH2:68][CH:69]([O:71][CH2:8][CH2:7][CH2:6][CH2:5][CH2:4][OH:3])[CH3:70])[CH:61]=[CH:62][CH:63]=[CH:64][CH:65]=1. The catalyst class is: 6. (2) Reactant: [F:8][C:7]([F:10])([F:9])[C:6](O[C:6](=[O:11])[C:7]([F:10])([F:9])[F:8])=[O:11].[C:14]1([CH:20]=[CH:21][CH2:22][NH:23][CH2:24][CH:25]=[CH2:26])[CH:19]=[CH:18][CH:17]=[CH:16][CH:15]=1.C(N(CC)CC)C. Product: [C:14]1([CH:20]=[CH:21][CH2:22][N:23]([CH2:24][CH:25]=[CH2:26])[C:6](=[O:11])[C:7]([F:8])([F:9])[F:10])[CH:19]=[CH:18][CH:17]=[CH:16][CH:15]=1. The catalyst class is: 2. (3) Reactant: [Cl:1][C:2]1[CH:7]=[CH:6][C:5]([CH:8]2[C:15]3[C:14]([CH3:16])=[N:13][NH:12][C:11]=3[C:10](=[O:17])[N:9]2[CH2:18][C:19]2[CH:24]=[CH:23][C:22]([O:25][CH3:26])=[CH:21][CH:20]=2)=[CH:4][CH:3]=1.[CH:44]1[CH:43]=CC(P([C:40]2[CH:45]=[CH:44][CH:43]=CC=2)[C:44]2[CH:43]=CC=[CH:40][CH:45]=2)=[CH:40][CH:45]=1.C1(O)CCC1.CCOC(/N=N/C(OCC)=O)=O.C1(C)C=CC=CC=1. Product: [Cl:1][C:2]1[CH:7]=[CH:6][C:5]([CH:8]2[C:15]3[C:14]([CH3:16])=[N:13][N:12]([CH:43]4[CH2:44][CH2:45][CH2:40]4)[C:11]=3[C:10](=[O:17])[N:9]2[CH2:18][C:19]2[CH:20]=[CH:21][C:22]([O:25][CH3:26])=[CH:23][CH:24]=2)=[CH:4][CH:3]=1. The catalyst class is: 1. (4) Reactant: [CH3:1][C:2]1[CH:7]=[CH:6][C:5]([NH:8][C:9](=[O:20])[C:10]2[CH:15]=[CH:14][CH:13]=[C:12]([C:16]([F:19])([F:18])[F:17])[CH:11]=2)=[CH:4][C:3]=1[N+:21]([O-])=O. Product: [NH2:21][C:3]1[CH:4]=[C:5]([NH:8][C:9](=[O:20])[C:10]2[CH:15]=[CH:14][CH:13]=[C:12]([C:16]([F:17])([F:18])[F:19])[CH:11]=2)[CH:6]=[CH:7][C:2]=1[CH3:1]. The catalyst class is: 43. (5) Reactant: C[O:2][C:3]([C:5]1([C:18]2[CH:23]=[CH:22][C:21]([Cl:24])=[CH:20][CH:19]=2)[CH2:10][CH2:9][N:8]([C:11]([O:13][C:14]([CH3:17])([CH3:16])[CH3:15])=[O:12])[CH2:7][CH2:6]1)=O.[H-].[Al+3].[Li+].[H-].[H-].[H-].O. Product: [C:14]([O:13][C:11]([N:8]1[CH2:7][CH2:6][C:5]([C:18]2[CH:23]=[CH:22][C:21]([Cl:24])=[CH:20][CH:19]=2)([CH2:3][OH:2])[CH2:10][CH2:9]1)=[O:12])([CH3:17])([CH3:15])[CH3:16]. The catalyst class is: 28. (6) Reactant: F[C:2]1[N:9]=[CH:8][CH:7]=[C:6]([I:10])[C:3]=1[CH:4]=O.[Br:11][C:12]1[C:13]([NH:18][NH2:19])=[N:14][CH:15]=[CH:16][CH:17]=1. Product: [Br:11][C:12]1[C:13]([N:18]2[C:2]3=[N:9][CH:8]=[CH:7][C:6]([I:10])=[C:3]3[CH:4]=[N:19]2)=[N:14][CH:15]=[CH:16][CH:17]=1. The catalyst class is: 37. (7) Reactant: CN(C=O)C.[CH2:6]([C:16]1[CH:17]=[C:18]2[C:23](=[CH:24][CH:25]=1)[CH:22]=[C:21](OS(C(F)(F)F)(=O)=O)[C:20]([S:34][CH3:35])=[CH:19]2)[CH2:7][CH2:8][CH2:9][CH2:10]CCCCC. Product: [CH2:25]([C:24]1[CH:23]=[C:22]2[C:6](=[CH:7][CH:8]=1)[CH:16]=[C:19](/[CH:18]=[CH:17]/[C:21]1[C:20]([S:34][CH3:35])=[CH:19][C:18]3[C:23](=[CH:24][CH:25]=[C:16]([CH2:6][CH2:7][CH2:8][CH2:9][CH2:10][CH2:17][CH2:18][CH2:19][CH2:20][CH3:21])[CH:17]=3)[CH:22]=1)[C:20]([S:34][CH3:35])=[CH:21]2)[CH2:16][CH2:6][CH2:7][CH2:8][CH2:9][CH2:10][CH2:24][CH2:23][CH3:22]. The catalyst class is: 257.